From a dataset of Acute oral toxicity (LD50) regression data from Zhu et al.. Regression/Classification. Given a drug SMILES string, predict its toxicity properties. Task type varies by dataset: regression for continuous values (e.g., LD50, hERG inhibition percentage) or binary classification for toxic/non-toxic outcomes (e.g., AMES mutagenicity, cardiotoxicity, hepatotoxicity). Dataset: ld50_zhu. (1) The molecule is CNC(=O)ON=C1SCCOC1(C)C. The rat oral LD50 is 5.56, given as -log10 of the dose in mol/kg body weight (higher means more acutely toxic). (2) The drug is CCCCN1C(=O)c2cccc([N+](=O)[O-])c2C1=O. The rat oral LD50 is 2.09, given as -log10 of the dose in mol/kg body weight (higher means more acutely toxic). (3) The rat oral LD50 is 2.96, given as -log10 of the dose in mol/kg body weight (higher means more acutely toxic). The molecule is OCC=CCl.